Dataset: Peptide-MHC class II binding affinity with 134,281 pairs from IEDB. Task: Regression. Given a peptide amino acid sequence and an MHC pseudo amino acid sequence, predict their binding affinity value. This is MHC class II binding data. (1) The peptide sequence is SQDLGLSWNLNGLQAY. The MHC is DRB1_0401 with pseudo-sequence DRB1_0401. The binding affinity (normalized) is 0.353. (2) The binding affinity (normalized) is 0.516. The MHC is HLA-DQA10301-DQB10302 with pseudo-sequence HLA-DQA10301-DQB10302. The peptide sequence is MAEMKTDAATLAQEA. (3) The peptide sequence is RNEVVNDVSTYASGK. The MHC is HLA-DPA10201-DPB10101 with pseudo-sequence HLA-DPA10201-DPB10101. The binding affinity (normalized) is 0.226. (4) The peptide sequence is VKLSALTLKGTSYKI. The MHC is DRB1_1501 with pseudo-sequence DRB1_1501. The binding affinity (normalized) is 0.0571. (5) The peptide sequence is LRYYRITYGETGGNS. The MHC is HLA-DQA10101-DQB10501 with pseudo-sequence HLA-DQA10101-DQB10501. The binding affinity (normalized) is 0.195. (6) The peptide sequence is PYILLVSSKVSTVKD. The MHC is DRB1_0404 with pseudo-sequence DRB1_0404. The binding affinity (normalized) is 0.763. (7) The peptide sequence is QRILRKSKRNDGDLD. The MHC is DRB1_0802 with pseudo-sequence DRB1_0802. The binding affinity (normalized) is 0.445. (8) The peptide sequence is EQFLGALDLAKKRVH. The MHC is DRB4_0101 with pseudo-sequence DRB4_0103. The binding affinity (normalized) is 0.194. (9) The peptide sequence is EKKYFAATQFIPLAA. The MHC is HLA-DPA10103-DPB10401 with pseudo-sequence HLA-DPA10103-DPB10401. The binding affinity (normalized) is 1.00.